Dataset: Reaction yield outcomes from USPTO patents with 853,638 reactions. Task: Predict the reaction yield, written as a fraction of the theoretical maximum amount of product (1.0 means a 100% yield; for example, 0.34 means a 34% yield). The reactants are [CH2:1]([O:3][CH:4]([O:18][CH2:19][CH3:20])[CH2:5][NH:6][CH2:7][C:8]1[C:17]2[C:12](=[CH:13][CH:14]=[CH:15][CH:16]=2)[N:11]=[CH:10][CH:9]=1)[CH3:2].[CH:21]1[C:33]2[CH:32]([CH2:34][O:35][C:36]([NH:38][C@@H:39]([CH2:43][C:44]3[CH:49]=[CH:48][C:47]([O:50][C:51]([CH3:54])([CH3:53])[CH3:52])=[CH:46][CH:45]=3)[C:40](O)=[O:41])=[O:37])[C:31]3[C:26](=[CH:27][CH:28]=[CH:29][CH:30]=3)[C:25]=2[CH:24]=[CH:23][CH:22]=1. No catalyst specified. The product is [C:51]([O:50][C:47]1[CH:46]=[CH:45][C:44]([CH2:43][C@H:39]([NH:38][C:36](=[O:37])[O:35][CH2:34][CH:32]2[C:33]3[CH:21]=[CH:22][CH:23]=[CH:24][C:25]=3[C:26]3[C:31]2=[CH:30][CH:29]=[CH:28][CH:27]=3)[C:40]([N:6]([CH2:5][CH:4]([O:3][CH2:1][CH3:2])[O:18][CH2:19][CH3:20])[CH2:7][C:8]2[C:17]3[C:12](=[CH:13][CH:14]=[CH:15][CH:16]=3)[N:11]=[CH:10][CH:9]=2)=[O:41])=[CH:49][CH:48]=1)([CH3:54])([CH3:52])[CH3:53]. The yield is 0.760.